The task is: Regression. Given a peptide amino acid sequence and an MHC pseudo amino acid sequence, predict their binding affinity value. This is MHC class II binding data.. This data is from Peptide-MHC class II binding affinity with 134,281 pairs from IEDB. (1) The peptide sequence is GKGTLDGQGKAVWGK. The MHC is HLA-DPA10201-DPB10101 with pseudo-sequence HLA-DPA10201-DPB10101. The binding affinity (normalized) is 0.102. (2) The peptide sequence is YDKFLANVSYVLTGK. The MHC is DRB3_0202 with pseudo-sequence DRB3_0202. The binding affinity (normalized) is 0.919. (3) The peptide sequence is KTLILLETFVRVNPE. The MHC is H-2-IAb with pseudo-sequence H-2-IAb. The binding affinity (normalized) is 0.0704. (4) The peptide sequence is DIYNYMEPYVSKVDP. The MHC is DRB1_1001 with pseudo-sequence DRB1_1001. The binding affinity (normalized) is 0.793. (5) The peptide sequence is CTNFKTQLVLSSMVN. The MHC is DRB1_0802 with pseudo-sequence DRB1_0802. The binding affinity (normalized) is 0.478. (6) The peptide sequence is REKKLSEFGKAKGSR. The MHC is DRB1_0404 with pseudo-sequence DRB1_0404. The binding affinity (normalized) is 0.265. (7) The peptide sequence is PNYLALLVKYVDGDG. The MHC is HLA-DQA10102-DQB10602 with pseudo-sequence HLA-DQA10102-DQB10602. The binding affinity (normalized) is 0.431. (8) The peptide sequence is YDKFLANVSTDLTGK. The MHC is DRB1_0405 with pseudo-sequence DRB1_0405. The binding affinity (normalized) is 0.529. (9) The peptide sequence is TPEKEEPTAAPAEPE. The MHC is HLA-DPA10201-DPB10501 with pseudo-sequence HLA-DPA10201-DPB10501. The binding affinity (normalized) is 0.0474.